This data is from Peptide-MHC class I binding affinity with 185,985 pairs from IEDB/IMGT. The task is: Regression. Given a peptide amino acid sequence and an MHC pseudo amino acid sequence, predict their binding affinity value. This is MHC class I binding data. The peptide sequence is ETLPAMCNVY. The MHC is HLA-A29:02 with pseudo-sequence HLA-A29:02. The binding affinity (normalized) is 0.230.